Task: Predict the reactants needed to synthesize the given product.. Dataset: Full USPTO retrosynthesis dataset with 1.9M reactions from patents (1976-2016) (1) Given the product [Cl:8][C:7]1[C:2]([C:13]2[CH:14]=[CH:15][C:10]([F:9])=[CH:11][CH:12]=2)=[N:3][CH:4]=[CH:5][N:6]=1, predict the reactants needed to synthesize it. The reactants are: Cl[C:2]1[C:7]([Cl:8])=[N:6][CH:5]=[CH:4][N:3]=1.[F:9][C:10]1[CH:15]=[CH:14][C:13](B(O)O)=[CH:12][CH:11]=1.C(=O)([O-])[O-].[Cs+].[Cs+].C1(P(C2CCCCC2)C2CCCCC2)CCCCC1. (2) Given the product [Cl:1][C:2]1[CH:7]=[CH:6][C:5]([CH2:8][S:9]([CH3:10])=[O:23])=[CH:4][N:3]=1, predict the reactants needed to synthesize it. The reactants are: [Cl:1][C:2]1[CH:7]=[CH:6][C:5]([CH2:8][S:9][CH3:10])=[CH:4][N:3]=1.N#CN.IC1C=CC=C(CC([O-])=[O:23])C=1CC([O-])=O. (3) Given the product [CH3:1][N:2]1[CH2:7][CH2:6][CH:5]([O:8][CH:9]2[C:18]3[CH:19]=[CH:20][CH:21]=[CH:22][C:17]=3[CH2:16][CH2:15][N:14]3[C:10]2=[N:11][C:12]([C:26]2[CH:27]=[CH:28][CH:29]=[CH:30][CH:31]=2)=[C:13]3[CH2:23][OH:24])[CH2:4][CH2:3]1, predict the reactants needed to synthesize it. The reactants are: [CH3:1][N:2]1[CH2:7][CH2:6][CH:5]([O:8][CH:9]2[C:18]3[CH:19]=[CH:20][CH:21]=[CH:22][C:17]=3[CH2:16][CH2:15][N:14]3[C:10]2=[N:11][C:12]([C:26]2[CH:31]=[CH:30][CH:29]=[CH:28][CH:27]=2)=[C:13]3[C:23](O)=[O:24])[CH2:4][CH2:3]1.O. (4) Given the product [CH3:18][C:10]1[CH:9]=[C:8]([O:11][CH3:12])[CH:7]=[C:6]2[C:5]=1[C:3]([CH3:2])=[N:14][C:15]([OH:16])=[N:13]2, predict the reactants needed to synthesize it. The reactants are: C[CH2:2][C:3]([C:5]1[CH:10]=[CH:9][C:8]([O:11][CH3:12])=[CH:7][C:6]=1[NH2:13])=O.[NH2:14][C:15](N)=[O:16].[C:18](O)(=O)C. (5) Given the product [OH:14][C@H:10]1[CH2:11][CH2:12][CH2:13][C@@H:8]([C:5]([CH3:7])([CH3:6])[C:4]([OH:15])=[O:3])[CH2:9]1, predict the reactants needed to synthesize it. The reactants are: C([O:3][C:4](=[O:15])[C:5]([C@H:8]1[CH2:13][CH2:12][CH2:11][C@@H:10]([OH:14])[CH2:9]1)([CH3:7])[CH3:6])C.[OH-].[Li+].Cl.